This data is from Reaction yield outcomes from USPTO patents with 853,638 reactions. The task is: Predict the reaction yield, written as a fraction of the theoretical maximum amount of product (1.0 means a 100% yield; for example, 0.34 means a 34% yield). (1) The reactants are [CH:1]([N:14]1[CH2:19][CH2:18][NH:17][CH2:16][CH2:15]1)([C:8]1[CH:13]=[CH:12][CH:11]=[CH:10][CH:9]=1)[C:2]1[CH:7]=[CH:6][CH:5]=[CH:4][CH:3]=1.[C:20]1([CH:26]([C:31]2[CH:36]=[CH:35][CH:34]=[CH:33][CH:32]=2)[CH2:27][C:28](O)=[O:29])[CH:25]=[CH:24][CH:23]=[CH:22][CH:21]=1.C(Cl)CCl. The catalyst is C(Cl)Cl.CN(C1C=CN=CC=1)C. The product is [CH:1]([N:14]1[CH2:19][CH2:18][N:17]([C:28](=[O:29])[CH2:27][CH:26]([C:20]2[CH:25]=[CH:24][CH:23]=[CH:22][CH:21]=2)[C:31]2[CH:36]=[CH:35][CH:34]=[CH:33][CH:32]=2)[CH2:16][CH2:15]1)([C:8]1[CH:13]=[CH:12][CH:11]=[CH:10][CH:9]=1)[C:2]1[CH:7]=[CH:6][CH:5]=[CH:4][CH:3]=1. The yield is 0.780. (2) The reactants are [Cl:1][C:2]1[CH:3]=[C:4]([C:8]2[N:13]=[C:12]([CH2:14][C:15]3[CH:20]=[CH:19][C:18]([CH2:21][C:22]([O:24]C)=[O:23])=[CH:17][CH:16]=3)[CH:11]=[C:10]([CH2:26][CH3:27])[N:9]=2)[CH:5]=[CH:6][CH:7]=1.C1COCC1.O[Li].O. The catalyst is O. The product is [Cl:1][C:2]1[CH:3]=[C:4]([C:8]2[N:13]=[C:12]([CH2:14][C:15]3[CH:20]=[CH:19][C:18]([CH2:21][C:22]([OH:24])=[O:23])=[CH:17][CH:16]=3)[CH:11]=[C:10]([CH2:26][CH3:27])[N:9]=2)[CH:5]=[CH:6][CH:7]=1. The yield is 0.660. (3) The reactants are [CH3:1][C:2]1[CH:8]=[C:7]([O:9][C:10]2[CH:15]=[CH:14][C:13]([N+:16]([O-])=O)=[C:12]([NH:19][CH3:20])[CH:11]=2)[CH:6]=[C:5]([CH3:21])[C:3]=1[NH2:4]. The catalyst is [C].[Pd].CO. The product is [NH2:4][C:3]1[C:2]([CH3:1])=[CH:8][C:7]([O:9][C:10]2[CH:11]=[C:12]([NH:19][CH3:20])[C:13]([NH2:16])=[CH:14][CH:15]=2)=[CH:6][C:5]=1[CH3:21]. The yield is 1.00. (4) The reactants are [CH:1]([C:4]1[CH:9]=[CH:8][C:7]([CH:10]2[C:14]3[C:15]([CH3:30])=[C:16]([NH:21][C:22](=O)[O:23]CC(Cl)(Cl)Cl)[C:17]([CH3:20])=[C:18]([CH3:19])[C:13]=3[O:12][CH2:11]2)=[CH:6][CH:5]=1)([CH3:3])[CH3:2].[CH:31]1([NH2:37])[CH2:36][CH2:35][CH2:34][CH2:33][CH2:32]1. No catalyst specified. The product is [CH:31]1([NH:37][C:22]([NH:21][C:16]2[C:17]([CH3:20])=[C:18]([CH3:19])[C:13]3[O:12][CH2:11][CH:10]([C:7]4[CH:6]=[CH:5][C:4]([CH:1]([CH3:3])[CH3:2])=[CH:9][CH:8]=4)[C:14]=3[C:15]=2[CH3:30])=[O:23])[CH2:36][CH2:35][CH2:34][CH2:33][CH2:32]1. The yield is 0.920. (5) The reactants are [H-].[Na+].[CH2:3]([OH:15])[CH2:4][O:5][CH2:6][CH2:7][O:8][CH2:9][CH2:10][O:11][CH2:12][CH2:13]O.S([O-])(=O)(=O)C.[CH2:21]([O:28][CH2:29][CH2:30][O:31][CH2:32][CH2:33][O:34][CH2:35][CH2:36][O:37][CH2:38][CH2:39][OH:40])[C:22]1[CH:27]=[CH:26][CH:25]=[CH:24][CH:23]=1. The catalyst is O1CCCC1. The product is [CH2:21]([O:28][CH2:29][CH2:30][O:31][CH2:32][CH2:33][O:34][CH2:35][CH2:36][O:37][CH2:38][CH2:39][O:40][CH2:13][CH2:12][O:11][CH2:10][CH2:9][O:8][CH2:7][CH2:6][O:5][CH2:4][CH2:3][OH:15])[C:22]1[CH:23]=[CH:24][CH:25]=[CH:26][CH:27]=1. The yield is 0.340. (6) The reactants are [C:1]([O:5][C:6]([N:8]1[C:13]2[CH:14]=[C:15]([Cl:20])[C:16]([O:18][CH3:19])=[CH:17][C:12]=2[O:11][CH:10]([C:21]([OH:23])=O)[CH2:9]1)=[O:7])([CH3:4])([CH3:3])[CH3:2].CCN=C=NCCCN(C)C.C1C=CC2N(O)N=NC=2C=1.CCN(C(C)C)C(C)C.[N:54]1[CH:59]=[CH:58][C:57]([CH2:60][C:61]2([C:67]#[N:68])[CH2:66][CH2:65][NH:64][CH2:63][CH2:62]2)=[CH:56][CH:55]=1. The catalyst is CN(C=O)C. The product is [C:1]([O:5][C:6]([N:8]1[C:13]2[CH:14]=[C:15]([Cl:20])[C:16]([O:18][CH3:19])=[CH:17][C:12]=2[O:11][CH:10]([C:21]([N:64]2[CH2:65][CH2:66][C:61]([C:67]#[N:68])([CH2:60][C:57]3[CH:56]=[CH:55][N:54]=[CH:59][CH:58]=3)[CH2:62][CH2:63]2)=[O:23])[CH2:9]1)=[O:7])([CH3:4])([CH3:3])[CH3:2]. The yield is 0.590. (7) The reactants are O[CH2:2][C:3]1[CH:4]=[C:5]2[C:9](=[CH:10][C:11]=1[F:12])[N:8]([C:13]([O:15][C:16]([CH3:19])([CH3:18])[CH3:17])=[O:14])[N:7]=[CH:6]2.C(Cl)[Cl:21].N1C=CC=CC=1.CS(Cl)(=O)=O. No catalyst specified. The product is [Cl:21][CH2:2][C:3]1[CH:4]=[C:5]2[C:9](=[CH:10][C:11]=1[F:12])[N:8]([C:13]([O:15][C:16]([CH3:19])([CH3:18])[CH3:17])=[O:14])[N:7]=[CH:6]2. The yield is 0.590.